Dataset: Forward reaction prediction with 1.9M reactions from USPTO patents (1976-2016). Task: Predict the product of the given reaction. (1) Given the reactants C([N:8]1[C:12]2=[N:13][C:14]([CH3:18])=[C:15]([Br:17])[N:16]=[C:11]2[C:10]([CH3:19])=[N:9]1)C1C=CC=CC=1.[Cl-].[Al+3].[Cl-].[Cl-], predict the reaction product. The product is: [Br:17][C:15]1[N:16]=[C:11]2[C:10]([CH3:19])=[N:9][NH:8][C:12]2=[N:13][C:14]=1[CH3:18]. (2) Given the reactants [P:1]([O:13][CH2:14][C@H:15]1[O:19][C@@H:18]([N:20]2[C:29]3[N:28]=[CH:27][N:26]=[C:24]([NH2:25])[C:23]=3[N:22]=[CH:21]2)[C@H:17]([OH:30])[C@@H:16]1[OH:31])([O:4][P:5]([O:8]P(O)(O)=O)([OH:7])=[O:6])(=[O:3])[OH:2].C(SSCCS([O-])(=O)=O)CS([O-])(=O)=O.[Na+].[Na+].C[C@@H](OC1C=C(C2C=NN(C3CCNCC3)C=2)C=NC=1N)C1C(Cl)=CC=C(F)C=1Cl.C[C@]12N3C4C=CC=CC=4C4C5CNC(=O)C=5C5=C(C=43)N(C3C=CC=CC=35)[C@H](O1)C[C@@H](NC)[C@H]2OC, predict the reaction product. The product is: [P:1]([O:13][CH2:14][C@H:15]1[O:19][C@@H:18]([N:20]2[C:29]3[N:28]=[CH:27][N:26]=[C:24]([NH2:25])[C:23]=3[N:22]=[CH:21]2)[C@H:17]([OH:30])[C@@H:16]1[OH:31])([O:4][P:5]([OH:7])([OH:8])=[O:6])(=[O:2])[OH:3].